From a dataset of Forward reaction prediction with 1.9M reactions from USPTO patents (1976-2016). Predict the product of the given reaction. (1) Given the reactants [CH3:1][O:2][C:3](=[O:15])[C:4]1[C:5](=[C:10](I)[CH:11]=[CH:12][CH:13]=1)[C:6]([O:8][CH3:9])=[O:7].[CH3:16][O:17][C:18]1[CH:24]=[C:23]([O:25][CH3:26])[CH:22]=[CH:21][C:19]=1[NH2:20].C1C=CC(P(C2C(C3C(P(C4C=CC=CC=4)C4C=CC=CC=4)=CC=C4C=3C=CC=C4)=C3C(C=CC=C3)=CC=2)C2C=CC=CC=2)=CC=1.C(=O)([O-])[O-].[Cs+].[Cs+], predict the reaction product. The product is: [CH3:1][O:2][C:3](=[O:15])[C:4]1[C:5](=[C:10]([NH:20][C:19]2[CH:21]=[CH:22][C:23]([O:25][CH3:26])=[CH:24][C:18]=2[O:17][CH3:16])[CH:11]=[CH:12][CH:13]=1)[C:6]([O:8][CH3:9])=[O:7]. (2) Given the reactants [CH2:1]([O:8][C:9]([N:11]1[CH2:20][CH2:19][C:18]2[C:13](=[CH:14][CH:15]=[CH:16][CH:17]=2)[C@H:12]1[C:21]1[CH:26]=[C:25]([Cl:27])[CH:24]=[CH:23][C:22]=1[O:28][CH2:29][C:30]([O:32]CC)=O)=[O:10])[C:2]1[CH:7]=[CH:6][CH:5]=[CH:4][CH:3]=1.[NH2:35][OH:36], predict the reaction product. The product is: [CH2:1]([O:8][C:9]([N:11]1[CH2:20][CH2:19][C:18]2[C:13](=[CH:14][CH:15]=[CH:16][CH:17]=2)[C@H:12]1[C:21]1[CH:26]=[C:25]([Cl:27])[CH:24]=[CH:23][C:22]=1[O:28][CH2:29][C:30](=[O:32])[NH:35][OH:36])=[O:10])[C:2]1[CH:7]=[CH:6][CH:5]=[CH:4][CH:3]=1. (3) Given the reactants Cl[S:2]([C:5]1[S:6][CH:7]=[CH:8][C:9]=1[C:10]1[CH:15]=[CH:14][C:13]2[O:16][CH2:17][O:18][C:12]=2[CH:11]=1)(=[O:4])=[O:3].[NH2:19][C:20]1[O:24][N:23]=[C:22]([CH3:25])[C:21]=1[Br:26], predict the reaction product. The product is: [Br:26][C:21]1[C:22]([CH3:25])=[N:23][O:24][C:20]=1[NH:19][S:2]([C:5]1[S:6][CH:7]=[CH:8][C:9]=1[C:10]1[CH:15]=[CH:14][C:13]2[O:16][CH2:17][O:18][C:12]=2[CH:11]=1)(=[O:4])=[O:3]. (4) Given the reactants Br[C:2]1[C:10]2[C:5](=[CH:6][CH:7]=[C:8]([C:11]#[N:12])[CH:9]=2)[N:4]([CH:13]2[CH2:18][CH2:17][CH2:16][CH2:15][O:14]2)[N:3]=1.[CH3:19][O:20][C:21]1[CH:30]=[C:29]2[C:24]([CH:25]=[CH:26][C:27](B(O)O)=[CH:28]2)=[CH:23][CH:22]=1.P([O-])([O-])([O-])=O.[K+].[K+].[K+], predict the reaction product. The product is: [CH3:19][O:20][C:21]1[CH:30]=[C:29]2[C:24]([CH:25]=[CH:26][C:27]([C:2]3[C:10]4[C:5](=[CH:6][CH:7]=[C:8]([C:11]#[N:12])[CH:9]=4)[N:4]([CH:13]4[CH2:18][CH2:17][CH2:16][CH2:15][O:14]4)[N:3]=3)=[CH:28]2)=[CH:23][CH:22]=1. (5) Given the reactants C(N(C(C)C)CC)(C)C.[CH3:10][C:11]1[NH:15][N:14]=[C:13]([NH:16][C:17]2[CH:22]=[C:21]([N:23]3[CH2:28][CH2:27][CH:26]([N:29]4[CH2:34][CH2:33][CH2:32][CH2:31][CH2:30]4)[CH2:25][CH2:24]3)[N:20]=[C:19]([CH:35]=[CH:36][C:37]3[CH:42]=[CH:41][CH:40]=[CH:39][CH:38]=3)[N:18]=2)[CH:12]=1.N1(C2CCNCC2)CCCCC1, predict the reaction product. The product is: [N:29]1([CH:26]2[CH2:27][CH2:28][N:23]([C:21]3[N:20]=[C:19](/[CH:35]=[CH:36]/[C:37]4[CH:38]=[CH:39][CH:40]=[CH:41][CH:42]=4)[N:18]=[C:17]([NH:16][C:13]4[CH:12]=[C:11]([CH3:10])[NH:15][N:14]=4)[CH:22]=3)[CH2:24][CH2:25]2)[CH2:30][CH2:31][CH2:32][CH2:33][CH2:34]1. (6) Given the reactants [Cl:1][C:2]1[CH:3]=[C:4]([CH:9]([C@@H:15]([CH3:20])[C:16]([F:19])([F:18])[F:17])[C:10]([O:12]CC)=[O:11])[CH:5]=[CH:6][C:7]=1[Cl:8].Cl, predict the reaction product. The product is: [Cl:1][C:2]1[CH:3]=[C:4]([CH:9]([C@@H:15]([CH3:20])[C:16]([F:19])([F:17])[F:18])[C:10]([OH:12])=[O:11])[CH:5]=[CH:6][C:7]=1[Cl:8].